This data is from Forward reaction prediction with 1.9M reactions from USPTO patents (1976-2016). The task is: Predict the product of the given reaction. (1) Given the reactants C[Si]([N-][Si](C)(C)C)(C)C.[Na+].[CH3:11][O:12][CH2:13][C:14]([O:16][CH3:17])=[O:15].C([O:25][C:26]1[CH:33]=[CH:32][C:29]([CH:30]=O)=[CH:28][C:27]=1[C:34]([F:37])([F:36])[F:35])C1C=CC=CC=1.FC(F)(F)C(OC(=O)C(F)(F)F)=O, predict the reaction product. The product is: [CH3:17][O:16][C:14](=[O:15])[C:13]([O:12][CH3:11])=[CH:30][C:29]1[CH:32]=[CH:33][C:26]([OH:25])=[C:27]([C:34]([F:35])([F:36])[F:37])[CH:28]=1. (2) Given the reactants C(O[C:4](=[O:22])[CH:5]=[C:6]([NH:13][C:14]1[CH:19]=[CH:18][CH:17]=[C:16]([Cl:20])[C:15]=1[F:21])[C:7]1[CH:12]=[CH:11][CH:10]=[CH:9][CH:8]=1)C, predict the reaction product. The product is: [Cl:20][C:16]1[C:15]([F:21])=[C:14]2[C:19]([C:4](=[O:22])[CH:5]=[C:6]([C:7]3[CH:8]=[CH:9][CH:10]=[CH:11][CH:12]=3)[NH:13]2)=[CH:18][CH:17]=1. (3) Given the reactants [C:1]([C:4]1[CH:9]=[CH:8][C:7]([CH2:10][CH2:11][C:12]2[C:16]3[C:17]([OH:21])=[CH:18][CH:19]=[CH:20][C:15]=3[O:14][CH:13]=2)=[CH:6][CH:5]=1)(=[O:3])[NH2:2].[C:22]([O:25][C@@H:26]1[C@@H:38]([O:39][C:40](=[O:42])[CH3:41])[C@H:37]([O:43][C:44](=[O:46])[CH3:45])[C@@H:36]([CH2:47][O:48][C:49](=[O:51])[CH3:50])[O:35][C@@H:27]1OC(=N)C(Cl)(Cl)Cl)(=[O:24])[CH3:23].C(=O)([O-])O.[Na+], predict the reaction product. The product is: [C:22]([O:25][C@@H:26]1[C@@H:38]([O:39][C:40](=[O:42])[CH3:41])[C@H:37]([O:43][C:44](=[O:46])[CH3:45])[C@@H:36]([CH2:47][O:48][C:49](=[O:51])[CH3:50])[O:35][C@H:27]1[O:21][C:17]1[C:16]2[C:12]([CH2:11][CH2:10][C:7]3[CH:6]=[CH:5][C:4]([C:1](=[O:3])[NH2:2])=[CH:9][CH:8]=3)=[CH:13][O:14][C:15]=2[CH:20]=[CH:19][CH:18]=1)(=[O:24])[CH3:23]. (4) Given the reactants Cl[C:2]1[C:7]([N+:8]([O-:10])=[O:9])=[C:6]([CH3:11])[CH:5]=[C:4]([Cl:12])[N:3]=1.[NH:13]1[CH2:17][CH2:16][CH2:15][CH2:14]1.O, predict the reaction product. The product is: [Cl:12][C:4]1[N:3]=[C:2]([N:13]2[CH2:17][CH2:16][CH2:15][CH2:14]2)[C:7]([N+:8]([O-:10])=[O:9])=[C:6]([CH3:11])[CH:5]=1. (5) Given the reactants [CH2:1]([O:3][C:4](=[O:25])[CH2:5][CH2:6][C:7]1[CH:12]=[CH:11][C:10]([O:13][CH2:14][CH2:15][C@H:16]([O:18]S(C)(=O)=O)[CH3:17])=[CH:9][C:8]=1[CH2:23][CH3:24])[CH3:2].[CH2:26]([C:28]1[CH:33]=[CH:32][C:31](O)=[C:30]([O:35][C:36]2[CH:41]=[CH:40][CH:39]=[CH:38][C:37]=2[CH3:42])[CH:29]=1)[CH3:27], predict the reaction product. The product is: [CH2:1]([O:3][C:4](=[O:25])[CH2:5][CH2:6][C:7]1[CH:12]=[CH:11][C:10]([O:13][CH2:14][CH2:15][C@@H:16]([O:18][C:31]2[CH:32]=[CH:33][C:28]([CH2:26][CH3:27])=[CH:29][C:30]=2[O:35][C:36]2[CH:41]=[CH:40][CH:39]=[CH:38][C:37]=2[CH3:42])[CH3:17])=[CH:9][C:8]=1[CH2:23][CH3:24])[CH3:2]. (6) Given the reactants C([SnH](CCCC)CCCC)CCC.N(C(C)(C)C#N)=NC(C)(C)C#N.[CH2:26]([O:33][C:34]1[C:43]([CH:44](OC(N2C=CN=C2)=S)[C:45]([F:48])([F:47])[F:46])=[C:42]2[C:37]([C:38](=[O:74])[C:39]([CH3:73])=[C:40]([CH:57]3[CH2:62][CH2:61][N:60]([C:63]([O:65][CH2:66][C:67]4[CH:72]=[CH:71][CH:70]=[CH:69][CH:68]=4)=[O:64])[CH2:59][CH2:58]3)[O:41]2)=[CH:36][CH:35]=1)[C:27]1[CH:32]=[CH:31][CH:30]=[CH:29][CH:28]=1, predict the reaction product. The product is: [CH2:26]([O:33][C:34]1[C:43]([CH2:44][C:45]([F:46])([F:47])[F:48])=[C:42]2[C:37]([C:38](=[O:74])[C:39]([CH3:73])=[C:40]([CH:57]3[CH2:62][CH2:61][N:60]([C:63]([O:65][CH2:66][C:67]4[CH:72]=[CH:71][CH:70]=[CH:69][CH:68]=4)=[O:64])[CH2:59][CH2:58]3)[O:41]2)=[CH:36][CH:35]=1)[C:27]1[CH:28]=[CH:29][CH:30]=[CH:31][CH:32]=1. (7) Given the reactants [Br:1][C:2]1[CH:7]=[CH:6][CH:5]=[C:4]([C:8](=[O:12])[CH:9]([CH3:11])[CH3:10])[CH:3]=1.[CH2:13](O)[CH2:14][OH:15].COC(OC)OC.C1(C)C=CC(S(O)(=O)=O)=CC=1, predict the reaction product. The product is: [Br:1][C:2]1[CH:3]=[C:4]([C:8]2([CH:9]([CH3:10])[CH3:11])[O:15][CH2:14][CH2:13][O:12]2)[CH:5]=[CH:6][CH:7]=1. (8) The product is: [F:11][C:9]1[CH:8]=[CH:7][C:5]2[N:6]=[C:2]([NH:12][C:13]3[CH:18]=[CH:17][C:16]([OH:19])=[CH:15][CH:14]=3)[S:3][C:4]=2[CH:10]=1. Given the reactants Cl[C:2]1[S:3][C:4]2[CH:10]=[C:9]([F:11])[CH:8]=[CH:7][C:5]=2[N:6]=1.[NH2:12][C:13]1[CH:18]=[CH:17][C:16]([OH:19])=[CH:15][CH:14]=1, predict the reaction product. (9) Given the reactants [Cl:1][C:2]1[CH:7]=[CH:6][C:5]([Cl:8])=[N+:4]([O-])[C:3]=1[C:10]([O:12][CH3:13])=[O:11].O=P(Cl)(Cl)[Cl:16], predict the reaction product. The product is: [Cl:1][C:2]1[C:3]([C:10]([O:12][CH3:13])=[O:11])=[N:4][C:5]([Cl:8])=[CH:6][C:7]=1[Cl:16]. (10) Given the reactants [F:1][C:2]([F:25])([F:24])[O:3][C:4]1[CH:9]=[CH:8][C:7]([NH:10][C:11]2[C:12]3[CH:19]=[C:18]([C:20]([O:22]C)=[O:21])[S:17][C:13]=3[N:14]=[CH:15][N:16]=2)=[CH:6][CH:5]=1.[Li+].[OH-], predict the reaction product. The product is: [F:25][C:2]([F:1])([F:24])[O:3][C:4]1[CH:5]=[CH:6][C:7]([NH:10][C:11]2[C:12]3[CH:19]=[C:18]([C:20]([OH:22])=[O:21])[S:17][C:13]=3[N:14]=[CH:15][N:16]=2)=[CH:8][CH:9]=1.